From a dataset of Peptide-MHC class II binding affinity with 134,281 pairs from IEDB. Regression. Given a peptide amino acid sequence and an MHC pseudo amino acid sequence, predict their binding affinity value. This is MHC class II binding data. (1) The peptide sequence is QASPDLLRGLLSTFI. The MHC is HLA-DQA10102-DQB10502 with pseudo-sequence HLA-DQA10102-DQB10502. The binding affinity (normalized) is 0.0266. (2) The peptide sequence is ELCDAVYLSPFKLTY. The MHC is DRB1_0101 with pseudo-sequence DRB1_0101. The binding affinity (normalized) is 0.764. (3) The peptide sequence is RFFVWGDEVPLLTKF. The MHC is DRB1_0404 with pseudo-sequence DRB1_0404. The binding affinity (normalized) is 0.170. (4) The peptide sequence is TITVYAVTYYKEADY. The MHC is DRB1_0405 with pseudo-sequence DRB1_0405. The binding affinity (normalized) is 0.523.